The task is: Predict the reactants needed to synthesize the given product.. This data is from Retrosynthesis with 50K atom-mapped reactions and 10 reaction types from USPTO. (1) Given the product COC(=O)[C@H](C(C)C)N1Cc2cc(-c3ccc(NC(=O)c4ccc(OC)cc4)cc3)ccc2C1=O, predict the reactants needed to synthesize it. The reactants are: COC(=O)[C@H](C(C)C)N1Cc2cc(-c3ccc(N)cc3)ccc2C1=O.COc1ccc(C(=O)Br)cc1. (2) Given the product CC(C)(C)OC(=O)N1CCC(n2ccc(-c3ccccc3)n2)CC1, predict the reactants needed to synthesize it. The reactants are: CC(C)(C)OC(=O)N1CCC(OS(C)(=O)=O)CC1.c1ccc(-c2cc[nH]n2)cc1.